Task: Predict the reaction yield, written as a fraction of the theoretical maximum amount of product (1.0 means a 100% yield; for example, 0.34 means a 34% yield).. Dataset: Reaction yield outcomes from USPTO patents with 853,638 reactions (1) The reactants are [Si:1]([O:8][CH2:9][C:10]([N:13]1[C:21]2[CH:20]=[CH:19][N:18]=[CH:17][C:16]=2[C:15](I)=[CH:14]1)([CH3:12])[CH3:11])([C:4]([CH3:7])([CH3:6])[CH3:5])([CH3:3])[CH3:2].C([Mg]Cl)(C)C.[Br:28][C:29]1[CH:30]=[N:31][CH:32]=[C:33]([CH:40]=1)[C:34](N(OC)C)=[O:35]. The catalyst is C1COCC1. The product is [Br:28][C:29]1[CH:40]=[C:33]([C:34]([C:15]2[C:16]3[CH:17]=[N:18][CH:19]=[CH:20][C:21]=3[N:13]([C:10]([CH3:12])([CH3:11])[CH2:9][O:8][Si:1]([C:4]([CH3:7])([CH3:6])[CH3:5])([CH3:3])[CH3:2])[CH:14]=2)=[O:35])[CH:32]=[N:31][CH:30]=1. The yield is 0.620. (2) The reactants are [CH3:1][C:2]([Si:5]([CH3:12])([CH3:11])[O:6][CH2:7][C@H:8]([OH:10])[CH3:9])([CH3:4])[CH3:3].O[C:14]1[CH:15]=[C:16]([CH:21]=[C:22]([O:24][CH2:25][C:26]2[CH:31]=[CH:30][CH:29]=[CH:28][CH:27]=2)[CH:23]=1)[C:17]([O:19][CH3:20])=[O:18].C1(P(C2C=CC=CC=2)C2C=CC=CC=2)C=CC=CC=1.CC(OC(/N=N/C(OC(C)C)=O)=O)C. The catalyst is C1COCC1. The product is [CH3:1][C:2]([Si:5]([CH3:12])([CH3:11])[O:6][CH2:7][C@@H:8]([O:10][C:14]1[CH:15]=[C:16]([CH:21]=[C:22]([O:24][CH2:25][C:26]2[CH:31]=[CH:30][CH:29]=[CH:28][CH:27]=2)[CH:23]=1)[C:17]([O:19][CH3:20])=[O:18])[CH3:9])([CH3:3])[CH3:4]. The yield is 0.800. (3) The reactants are Cl[C:2]1[C:11]2[C:6](=[CH:7][C:8]([O:19][CH2:20][CH2:21][Cl:22])=[CH:9][C:10]=2[O:12][CH:13]2[CH2:18][CH2:17][O:16][CH2:15][CH2:14]2)[N:5]=[CH:4][N:3]=1.[NH2:23][C:24]1[C:29]([Cl:30])=[CH:28][N:27]=[C:26]2[O:31][CH2:32][O:33][C:25]=12. No catalyst specified. The product is [Cl:22][CH2:21][CH2:20][O:19][C:8]1[CH:7]=[C:6]2[C:11]([C:2]([NH:23][C:24]3[C:29]([Cl:30])=[CH:28][N:27]=[C:26]4[O:31][CH2:32][O:33][C:25]=34)=[N:3][CH:4]=[N:5]2)=[C:10]([O:12][CH:13]2[CH2:18][CH2:17][O:16][CH2:15][CH2:14]2)[CH:9]=1. The yield is 0.370.